Dataset: Full USPTO retrosynthesis dataset with 1.9M reactions from patents (1976-2016). Task: Predict the reactants needed to synthesize the given product. (1) Given the product [CH3:25][S:26]([O:1][CH2:2][CH2:3][N:4]1[CH2:5][CH:6]2[CH:8]([CH:7]2[NH:10][C:11]([O:12][C:13]([CH3:14])([CH3:16])[CH3:15])=[O:17])[CH2:9]1)(=[O:28])=[O:27], predict the reactants needed to synthesize it. The reactants are: [OH:1][CH2:2][CH2:3][N:4]1[CH2:9][CH:8]2[CH:6]([CH:7]2[NH:10][C:11](=[O:17])[O:12][C:13]([CH3:16])([CH3:15])[CH3:14])[CH2:5]1.C(N(CC)CC)C.[CH3:25][S:26](Cl)(=[O:28])=[O:27].FC1C=C2C(C=CC(=O)N2CCN2CCC(NCC3C=CC4OCC(=O)NC=4N=3)CC2)=CC=1.S([O-])(=O)(=O)C. (2) Given the product [C:1](=[O:13])([S:11][CH3:12])[O:2][CH2:3][O:5][C:6]([CH:7]1[CH2:9][CH2:25][CH2:20][CH2:21][CH2:8]1)=[O:10], predict the reactants needed to synthesize it. The reactants are: [C:1](=[O:13])([S:11][CH3:12])[O:2][CH:3]([O:5][C:6](=[O:10])[CH:7]([CH3:9])[CH3:8])C.ClC(OCCl)=O.[CH:20]1(C(O)=O)[CH2:25]CCC[CH2:21]1. (3) Given the product [ClH:56].[CH3:52][C@:17]12[C@@:16]3([CH3:53])[C@@H:25]([C@:26]4([CH3:29])[C@@H:13]([CH2:14][CH2:15]3)[C:12]([CH3:54])([CH3:55])[C:11]([C:8]3[CH:9]=[CH:10][C:5]([C:3]([O:2][CH3:1])=[O:4])=[CH:6][CH:7]=3)=[CH:28][CH2:27]4)[CH2:24][CH2:23][C@@H:22]1[C@H:21]1[C@H:30]([C:33]([CH3:35])=[CH2:34])[CH2:31][CH2:32][C@:20]1([NH:36][CH2:37][CH2:38][N:39]1[CH2:40][CH2:41][NH:42][CH2:43][CH2:44]1)[CH2:19][CH2:18]2, predict the reactants needed to synthesize it. The reactants are: [CH3:1][O:2][C:3]([C:5]1[CH:10]=[CH:9][C:8]([C:11]2[C:12]([CH3:55])([CH3:54])[C@H:13]3[C@:26]([CH3:29])([CH2:27][CH:28]=2)[C@@H:25]2[C@:16]([CH3:53])([C@@:17]4([CH3:52])[C@H:22]([CH2:23][CH2:24]2)[C@H:21]2[C@H:30]([C:33]([CH3:35])=[CH2:34])[CH2:31][CH2:32][C@:20]2([NH:36][CH2:37][CH2:38][N:39]2[CH2:44][CH2:43][N:42](C(OC(C)(C)C)=O)[CH2:41][CH2:40]2)[CH2:19][CH2:18]4)[CH2:15][CH2:14]3)=[CH:7][CH:6]=1)=[O:4].[ClH:56]. (4) Given the product [CH3:20][N:17]1[C:18](=[O:19])[N:13]2[CH:12]=[N:11][C:10]([C:2]3[N:1]([CH3:23])[C:5]4[CH:6]=[CH:7][CH:8]=[CH:9][C:4]=4[N:3]=3)=[C:14]2[N:15]=[N:16]1, predict the reactants needed to synthesize it. The reactants are: [NH:1]1[C:5]2[CH:6]=[CH:7][CH:8]=[CH:9][C:4]=2[N:3]=[C:2]1[C:10]1[N:11]=[CH:12][N:13]2[C:18](=[O:19])[N:17]([CH3:20])[N:16]=[N:15][C:14]=12.[H-].[Na+].[CH3:23]I. (5) Given the product [CH3:11][C:2]1[N:13]([CH2:14][C:15]([O:17][CH2:18][CH3:19])=[O:16])[C:5]2[CH2:6][CH2:7][CH2:8][CH2:9][C:4]=2[CH:3]=1, predict the reactants needed to synthesize it. The reactants are: O=[C:2]([CH3:11])[CH2:3][CH:4]1[CH2:9][CH2:8][CH2:7][CH2:6][C:5]1=O.Cl.[NH2:13][CH2:14][C:15]([O:17][CH2:18][CH3:19])=[O:16].C(=O)(O)[O-].[Na+]. (6) Given the product [NH2:1][C:2]1[CH:3]=[C:4]([C:10]2([CH3:24])[C:19](=[O:20])[C:18]3[C:13](=[C:14]([Br:22])[CH:15]=[C:16]([Br:21])[CH:17]=3)[NH:12][C:11]2=[O:23])[CH:5]=[CH:6][C:7]=1[OH:8], predict the reactants needed to synthesize it. The reactants are: [NH2:1][C:2]1[CH:3]=[C:4]([C:10]2([CH3:24])[C:19](=[O:20])[C:18]3[C:13](=[C:14]([Br:22])[CH:15]=[C:16]([Br:21])[CH:17]=3)[NH:12][C:11]2=[O:23])[CH:5]=[CH:6][C:7]=1[O:8]C.B(Br)(Br)Br.CCCCCC. (7) Given the product [Cl:1][C:2]1[CH:3]=[C:4]2[C:9](=[CH:10][CH:11]=1)[C:8](=[O:12])[N:7]([CH2:13][C:14]1[CH:15]=[CH:16][C:17]([S:20]([CH3:23])(=[O:21])=[O:22])=[CH:18][CH:19]=1)[C:6]([CH:24]=[O:25])=[C:5]2[C:26]1[CH:27]=[CH:28][CH:29]=[CH:30][CH:31]=1, predict the reactants needed to synthesize it. The reactants are: [Cl:1][C:2]1[CH:3]=[C:4]2[C:9](=[CH:10][CH:11]=1)[C:8](=[O:12])[N:7]([CH2:13][C:14]1[CH:19]=[CH:18][C:17]([S:20]([CH3:23])(=[O:22])=[O:21])=[CH:16][CH:15]=1)[C:6]([CH2:24][OH:25])=[C:5]2[C:26]1[CH:31]=[CH:30][CH:29]=[CH:28][CH:27]=1.